From a dataset of NCI-60 drug combinations with 297,098 pairs across 59 cell lines. Regression. Given two drug SMILES strings and cell line genomic features, predict the synergy score measuring deviation from expected non-interaction effect. Drug 1: C1CN1C2=NC(=NC(=N2)N3CC3)N4CC4. Drug 2: CC1=CC2C(CCC3(C2CCC3(C(=O)C)OC(=O)C)C)C4(C1=CC(=O)CC4)C. Cell line: RPMI-8226. Synergy scores: CSS=53.7, Synergy_ZIP=1.17, Synergy_Bliss=1.60, Synergy_Loewe=-9.09, Synergy_HSA=3.24.